Dataset: Catalyst prediction with 721,799 reactions and 888 catalyst types from USPTO. Task: Predict which catalyst facilitates the given reaction. (1) Reactant: Cl[C:2]1[C:3]2[C:10]([Cl:11])=[CH:9][NH:8][C:4]=2[N:5]=[CH:6][N:7]=1.[NH:12]1[CH2:17][CH2:16][CH2:15][CH2:14][CH2:13]1.O.Cl. Product: [Cl:11][C:10]1[C:3]2[C:2]([N:12]3[CH2:17][CH2:16][CH2:15][CH2:14][CH2:13]3)=[N:7][CH:6]=[N:5][C:4]=2[NH:8][CH:9]=1. The catalyst class is: 107. (2) Reactant: [NH2:1][C:2]1[S:3][CH:4]=[C:5]([C:7]2[CH:16]=[CH:15][C:10]([C:11]([O:13][CH3:14])=[O:12])=[CH:9][CH:8]=2)[N:6]=1.[CH2:17]([N:19]=[C:20]=[O:21])[CH3:18]. Product: [CH2:17]([NH:19][C:20]([NH:1][C:2]1[S:3][CH:4]=[C:5]([C:7]2[CH:8]=[CH:9][C:10]([C:11]([O:13][CH3:14])=[O:12])=[CH:15][CH:16]=2)[N:6]=1)=[O:21])[CH3:18]. The catalyst class is: 37. (3) Reactant: C[O:2][C:3]([C:5]1[CH:10]=[N:9][C:8]([Br:11])=[C:7]([C:12]2[CH:17]=[CH:16][C:15]([O:18][C:19]([F:22])([F:21])[F:20])=[CH:14][CH:13]=2)[N:6]=1)=[O:4].[OH-].[Li+].O. Product: [Br:11][C:8]1[N:9]=[CH:10][C:5]([C:3]([OH:4])=[O:2])=[N:6][C:7]=1[C:12]1[CH:17]=[CH:16][C:15]([O:18][C:19]([F:21])([F:20])[F:22])=[CH:14][CH:13]=1. The catalyst class is: 7. (4) Reactant: [Cl:1][C:2]1[CH:3]=[C:4]([CH:8]([NH:11][C:12]([C:14]2([NH:17][C:18]3[C:23]([Cl:24])=[CH:22][N:21]=[C:20](Cl)[N:19]=3)[CH2:16][CH2:15]2)=[O:13])[CH2:9][OH:10])[CH:5]=[CH:6][CH:7]=1.[NH2:26][C@@H:27]([CH3:30])[CH2:28][OH:29]. Product: [Cl:1][C:2]1[CH:3]=[C:4]([CH:8]([NH:11][C:12]([C:14]2([NH:17][C:18]3[C:23]([Cl:24])=[CH:22][N:21]=[C:20]([NH:26][CH:27]([CH3:30])[CH2:28][OH:29])[N:19]=3)[CH2:16][CH2:15]2)=[O:13])[CH2:9][OH:10])[CH:5]=[CH:6][CH:7]=1. The catalyst class is: 162. (5) Reactant: [CH2:1]([O:3][C:4](=[O:29])[CH2:5][C:6]1[N:11]=[C:10]2[S:12][CH:13]=[C:14]([C:15]3[CH:20]=[CH:19][CH:18]=[CH:17][CH:16]=3)[C:9]2=[C:8]([NH:21][CH2:22][C:23]2[CH:28]=[CH:27][CH:26]=[CH:25][N:24]=2)[CH:7]=1)[CH3:2].[C:30](=O)([O:34]CC)[O:31][CH2:32][CH3:33].[H-].[Na+]. Product: [CH2:1]([O:3][C:4](=[O:29])[CH:5]([C:6]1[N:11]=[C:10]2[S:12][CH:13]=[C:14]([C:15]3[CH:20]=[CH:19][CH:18]=[CH:17][CH:16]=3)[C:9]2=[C:8]([NH:21][CH2:22][C:23]2[CH:28]=[CH:27][CH:26]=[CH:25][N:24]=2)[CH:7]=1)[C:30]([O:31][CH2:32][CH3:33])=[O:34])[CH3:2]. The catalyst class is: 20.